From a dataset of Retrosynthesis with 50K atom-mapped reactions and 10 reaction types from USPTO. Predict the reactants needed to synthesize the given product. (1) Given the product CCOC(=O)Cn1cc(C=O)c2ccccc21, predict the reactants needed to synthesize it. The reactants are: CCOC(=O)CBr.O=Cc1c[nH]c2ccccc12. (2) Given the product COc1cc2c(Oc3ccc(NC(=O)C45CC4CN(c4ccc(F)cc4)C5=O)cc3F)ccnc2cc1OCCCN1CCOCC1, predict the reactants needed to synthesize it. The reactants are: COc1cc2c(Oc3ccc(N)cc3F)ccnc2cc1OCCCN1CCOCC1.O=C(O)C12CC1CN(c1ccc(F)cc1)C2=O. (3) The reactants are: CCOC(=O)c1cc(Cl)c2c(c1C)C(=O)CCS2. Given the product CCOC(=O)c1cc(Cl)c2c(c1C)C(O)CCS2, predict the reactants needed to synthesize it. (4) Given the product C[Si](C)(C)CCOCn1nc(C#Cc2ccccn2)c2ccc(Nc3ccccc3C(=O)O)cc21, predict the reactants needed to synthesize it. The reactants are: COC(=O)c1ccccc1Nc1ccc2c(C#Cc3ccccn3)nn(COCC[Si](C)(C)C)c2c1. (5) Given the product CC(C)(C)c1cc(NC(=O)Nc2cccc(C#Cc3cn[nH]c3)c2)no1, predict the reactants needed to synthesize it. The reactants are: C#Cc1cccc(NC(=O)Nc2cc(C(C)(C)C)on2)c1.Ic1cn[nH]c1. (6) Given the product CCCC(=O)OCC(=O)c1ccc(-c2ccccc2)cc1, predict the reactants needed to synthesize it. The reactants are: CCCC(=O)O.O=C(CBr)c1ccc(-c2ccccc2)cc1. (7) Given the product Cc1cc2c(cnn2-c2ccc(F)cc2)cc1O, predict the reactants needed to synthesize it. The reactants are: Cc1cc2[nH]ncc2cc1O.Fc1ccc(I)cc1. (8) Given the product CNC(=O)c1cnc(-c2ccc3c(c2)CN(c2cc(N4CCN(C)CC4)nc(N)n2)C(C)C3)s1, predict the reactants needed to synthesize it. The reactants are: CC1Cc2ccc(-c3ncc(C(=O)O)s3)cc2CN1c1cc(N2CCN(C)CC2)nc(N)n1.CN.